Dataset: Forward reaction prediction with 1.9M reactions from USPTO patents (1976-2016). Task: Predict the product of the given reaction. (1) Given the reactants Br[C:2]1[CH:7]=[CH:6][C:5]([C:8]([N:10]2[CH2:15][CH2:14][N:13]([C:16]3[C:21]([CH3:22])=[CH:20][C:19]([CH:23]4[CH2:25][CH2:24]4)=[CH:18][N:17]=3)[CH2:12][CH2:11]2)=[O:9])=[CH:4][CH:3]=1.[CH2:26]([O:33][CH2:34][N:35]1[C:39](=[O:40])[CH:38]([CH3:41])[NH:37][C:36]1=[O:42])[C:27]1[CH:32]=[CH:31][CH:30]=[CH:29][CH:28]=1, predict the reaction product. The product is: [CH2:26]([O:33][CH2:34][N:35]1[C:39](=[O:40])[CH:38]([CH3:41])[N:37]([C:2]2[CH:7]=[CH:6][C:5]([C:8]([N:10]3[CH2:15][CH2:14][N:13]([C:16]4[C:21]([CH3:22])=[CH:20][C:19]([CH:23]5[CH2:25][CH2:24]5)=[CH:18][N:17]=4)[CH2:12][CH2:11]3)=[O:9])=[CH:4][CH:3]=2)[C:36]1=[O:42])[C:27]1[CH:32]=[CH:31][CH:30]=[CH:29][CH:28]=1. (2) Given the reactants [CH3:1][N:2]([C@H:13]1[CH2:16][N:15](C2C=CC(OC)=CC=2)[C:14]1=[O:25])[C:3](=[O:12])[O:4][CH2:5][C:6]1[CH:11]=[CH:10][CH:9]=[CH:8][CH:7]=1.CC#N.O.O=[N+]([O-])[O-].[O-][N+](=O)[O-].[O-][N+](=O)[O-].[O-][N+](=O)[O-].[O-][N+](=O)[O-].[O-][N+](=O)[O-].[Ce+4].[NH4+].[NH4+].C([O-])(O)=O.[Na+], predict the reaction product. The product is: [CH3:1][N:2]([C@H:13]1[CH2:16][NH:15][C:14]1=[O:25])[C:3](=[O:12])[O:4][CH2:5][C:6]1[CH:11]=[CH:10][CH:9]=[CH:8][CH:7]=1.